Dataset: Peptide-MHC class II binding affinity with 134,281 pairs from IEDB. Task: Regression. Given a peptide amino acid sequence and an MHC pseudo amino acid sequence, predict their binding affinity value. This is MHC class II binding data. (1) The peptide sequence is SSMMEAMVSRARIDA. The MHC is DRB1_0405 with pseudo-sequence DRB1_0405. The binding affinity (normalized) is 0.154. (2) The peptide sequence is LIGNGGAGGAGGVGA. The MHC is DRB3_0101 with pseudo-sequence DRB3_0101. The binding affinity (normalized) is 0.0300. (3) The peptide sequence is TEYKLTESIDNILVK. The MHC is HLA-DQA10401-DQB10402 with pseudo-sequence HLA-DQA10401-DQB10402. The binding affinity (normalized) is 0.139. (4) The peptide sequence is IGSRGRRSCRAARRP. The MHC is HLA-DPA10103-DPB10401 with pseudo-sequence HLA-DPA10103-DPB10401. The binding affinity (normalized) is 0.363. (5) The peptide sequence is EKKYFAATQFELLAA. The MHC is HLA-DPA10301-DPB10402 with pseudo-sequence YMFFMFSGGAISNTLFGQFEYFDIEKVRMHLGMT. The binding affinity (normalized) is 0.993.